This data is from Forward reaction prediction with 1.9M reactions from USPTO patents (1976-2016). The task is: Predict the product of the given reaction. (1) Given the reactants [CH3:1][C:2]1[CH:3]=[CH:4][C:5]2[N:6]([CH:8]([C:18](=O)[C:19]([OH:21])=[O:20])[CH:9]([C:11]3[CH:16]=[CH:15][C:14]([CH3:17])=[CH:13][CH:12]=3)[N:10]=2)[CH:7]=1.C(O)COCCO.O.NN.[OH-].[K+], predict the reaction product. The product is: [CH3:1][C:2]1[CH:3]=[CH:4][C:5]2[N:6]([C:8]([CH2:18][C:19]([OH:21])=[O:20])=[C:9]([C:11]3[CH:16]=[CH:15][C:14]([CH3:17])=[CH:13][CH:12]=3)[N:10]=2)[CH:7]=1. (2) Given the reactants FC1CCN(C2C=CN3C=C(C4C=CC=CC=4)N=C3C=2)CC1.Br[C:24]1[CH:29]=[CH:28][N:27]2[CH:30]=[C:31]([C:33]3[CH:38]=[CH:37][C:36]([CH3:39])=[CH:35][CH:34]=3)[N:32]=[C:26]2[CH:25]=1.Cl.[F:41][CH2:42][CH2:43][CH:44]1[CH2:49][CH2:48][NH:47][CH2:46][CH2:45]1, predict the reaction product. The product is: [F:41][CH2:42][CH2:43][CH:44]1[CH2:49][CH2:48][N:47]([C:24]2[CH:29]=[CH:28][N:27]3[CH:30]=[C:31]([C:33]4[CH:38]=[CH:37][C:36]([CH3:39])=[CH:35][CH:34]=4)[N:32]=[C:26]3[CH:25]=2)[CH2:46][CH2:45]1. (3) Given the reactants [Br:1][C:2]1[CH:3]=[CH:4][C:5]([N:8]2[CH2:12][CH2:11][C@@H:10]([NH2:13])[CH2:9]2)=[N:6][CH:7]=1.C(O[C:17]1(O[Si](C)(C)C)[CH2:19][CH2:18]1)C.[CH3:25][C:26](O)=O.[BH3-][C:30]#N.[Na+], predict the reaction product. The product is: [Br:1][C:2]1[CH:3]=[CH:4][C:5]([N:8]2[CH2:12][CH2:11][C@@H:10]([N:13]([CH:17]3[CH2:18][CH2:19]3)[CH:26]3[CH2:25][CH2:30]3)[CH2:9]2)=[N:6][CH:7]=1. (4) Given the reactants [Cl:1][C:2]1[C:7]([CH3:8])=[CH:6][C:5]([C:9](=[O:11])[CH3:10])=[C:4]([OH:12])[CH:3]=1.Cl[C:14]1[C:23]2[C:18](=[CH:19][C:20]([O:26][CH3:27])=[C:21]([O:24][CH3:25])[CH:22]=2)[N:17]=[CH:16][CH:15]=1.O, predict the reaction product. The product is: [Cl:1][C:2]1[C:7]([CH3:8])=[CH:6][C:5]([C:9](=[O:11])[CH3:10])=[C:4]([O:12][C:14]2[C:23]3[C:18](=[CH:19][C:20]([O:26][CH3:27])=[C:21]([O:24][CH3:25])[CH:22]=3)[N:17]=[CH:16][CH:15]=2)[CH:3]=1.